Dataset: Catalyst prediction with 721,799 reactions and 888 catalyst types from USPTO. Task: Predict which catalyst facilitates the given reaction. (1) Reactant: [NH2:1][C:2]1[N:10]=[CH:9][N:8]=[C:7]2[C:3]=1[N:4]=[CH:5][N:6]2[C@H:11]1[C@@H:15]2[O:16][C:17]([CH3:20])([CH3:19])[O:18][C@@H:14]2[C@@H:13]([CH2:21][N:22]([CH:28]([CH3:30])[CH3:29])[CH2:23][CH2:24][CH2:25][CH2:26][NH2:27])[O:12]1.[C:31]([C:35]1[CH:40]=[CH:39][C:38]([N:41]=[C:42]=[O:43])=[CH:37][CH:36]=1)([CH3:34])([CH3:33])[CH3:32]. Product: [NH2:1][C:2]1[N:10]=[CH:9][N:8]=[C:7]2[C:3]=1[N:4]=[CH:5][N:6]2[C@H:11]1[C@@H:15]2[O:16][C:17]([CH3:19])([CH3:20])[O:18][C@@H:14]2[C@@H:13]([CH2:21][N:22]([CH:28]([CH3:30])[CH3:29])[CH2:23][CH2:24][CH2:25][CH2:26][NH:27][C:42]([NH:41][C:38]2[CH:39]=[CH:40][C:35]([C:31]([CH3:34])([CH3:33])[CH3:32])=[CH:36][CH:37]=2)=[O:43])[O:12]1. The catalyst class is: 2. (2) Reactant: [NH2:1][C:2]1[CH:3]=[C:4]2[C:8](=[CH:9][C:10]=1[N+:11]([O-:13])=[O:12])[C:7](=[O:14])[NH:6][C:5]2=[O:15].Cl.N[CH:18]([CH3:23])[CH2:19][N:20]([CH3:22])[CH3:21].N1C=CN=C1.CCN(CC)CC. Product: [NH2:1][C:2]1[CH:3]=[C:4]2[C:8](=[CH:9][C:10]=1[N+:11]([O-:13])=[O:12])[C:7](=[O:14])[N:6]([CH:18]([CH3:23])[CH2:19][N:20]([CH3:22])[CH3:21])[C:5]2=[O:15]. The catalyst class is: 12. (3) Reactant: [Si]([O:8][CH2:9][CH2:10][O:11][CH2:12][CH2:13][CH2:14][CH2:15][CH2:16][CH2:17][N:18]1[CH2:22][C@@H:21]([C:23]2[CH:34]=[CH:33][C:26]3[O:27][C:28]([CH3:32])([CH3:31])[O:29][CH2:30][C:25]=3[CH:24]=2)[O:20][C:19]1=[O:35])(C(C)(C)C)(C)C.[F-].C([N+](CCCC)(CCCC)CCCC)CCC. Product: [CH3:31][C:28]1([CH3:32])[O:27][C:26]2[CH:33]=[CH:34][C:23]([C@H:21]3[O:20][C:19](=[O:35])[N:18]([CH2:17][CH2:16][CH2:15][CH2:14][CH2:13][CH2:12][O:11][CH2:10][CH2:9][OH:8])[CH2:22]3)=[CH:24][C:25]=2[CH2:30][O:29]1. The catalyst class is: 1.